This data is from Full USPTO retrosynthesis dataset with 1.9M reactions from patents (1976-2016). The task is: Predict the reactants needed to synthesize the given product. (1) Given the product [CH3:35][S:36]([OH:39])(=[O:38])=[O:37].[CH2:30]([N:3]([CH2:1][CH3:2])[CH2:4][CH2:5][NH:6][C:7]([C:9]1[C:17]2[CH2:16][CH2:15][CH2:14]/[C:13](=[C:18]3/[C:19](=[O:28])[NH:20][C:21]4[C:26]/3=[CH:25][C:24]([F:27])=[CH:23][CH:22]=4)/[C:12]=2[NH:11][C:10]=1[CH3:29])=[O:8])[CH3:31], predict the reactants needed to synthesize it. The reactants are: [CH2:1]([N:3]([CH2:30][CH3:31])[CH2:4][CH2:5][NH:6][C:7]([C:9]1[C:17]2[CH2:16][CH2:15][CH2:14]/[C:13](=[C:18]3/[C:19](=[O:28])[NH:20][C:21]4[C:26]/3=[CH:25][C:24]([F:27])=[CH:23][CH:22]=4)/[C:12]=2[NH:11][C:10]=1[CH3:29])=[O:8])[CH3:2].C(#N)C.[CH3:35][S:36]([OH:39])(=[O:38])=[O:37]. (2) Given the product [CH:7]([N:10]1[CH2:15][CH2:14][N:13]([C:2]2[S:6][CH:5]=[N:4][CH:3]=2)[CH2:12][CH2:11]1)([CH3:9])[CH3:8], predict the reactants needed to synthesize it. The reactants are: Br[C:2]1[S:6][CH:5]=[N:4][CH:3]=1.[CH:7]([N:10]1[CH2:15][CH2:14][NH:13][CH2:12][CH2:11]1)([CH3:9])[CH3:8]. (3) Given the product [CH2:11]([C:5]1[O:1][C:2]2[CH:9]=[CH:8][CH:7]=[CH:6][C:3]=2[CH:4]=1)[CH3:12], predict the reactants needed to synthesize it. The reactants are: [O:1]1[CH:5]=[CH:4][C:3]2[CH:6]=[CH:7][CH:8]=[CH:9][C:2]1=2.[Li][C:11](C)(C)[CH3:12].ICC. (4) Given the product [ClH:35].[F:1][C:2]1[CH:3]=[CH:4][C:5]([CH2:6][N:7]2[C:15]3[C:10](=[CH:11][C:12]([C:16]([NH:18][CH:19]4[CH2:23][CH2:22][NH:21][CH2:20]4)=[O:17])=[CH:13][CH:14]=3)[C:9]([CH3:31])=[C:8]2[CH3:32])=[CH:33][CH:34]=1, predict the reactants needed to synthesize it. The reactants are: [F:1][C:2]1[CH:34]=[CH:33][C:5]([CH2:6][N:7]2[C:15]3[C:10](=[CH:11][C:12]([C:16]([NH:18][CH:19]4[CH2:23][CH2:22][N:21](C(OC(C)(C)C)=O)[CH2:20]4)=[O:17])=[CH:13][CH:14]=3)[C:9]([CH3:31])=[C:8]2[CH3:32])=[CH:4][CH:3]=1.[ClH:35].C(OCC)(=O)C.CO. (5) Given the product [Cl:1][C:2]1[CH:3]=[CH:4][C:5]([O:6][CH2:7][C:8]2[N:12]([CH2:13][CH2:14][CH2:15][CH:16]3[CH2:21][CH2:20][CH2:19][NH:18][CH2:17]3)[C:11]3[CH:29]=[CH:30][CH:31]=[C:32]([O:33][CH2:34][CH2:35][CH2:36][CH2:37][CH2:38][CH:39]4[CH2:44][CH2:43][NH:42][CH2:41][CH2:40]4)[C:10]=3[N:9]=2)=[CH:52][CH:53]=1, predict the reactants needed to synthesize it. The reactants are: [Cl:1][C:2]1[CH:53]=[CH:52][C:5]([O:6][CH2:7][C:8]2[N:12]([CH2:13][CH2:14][CH2:15][CH:16]3[CH2:21][CH2:20][CH2:19][N:18](C(OC(C)(C)C)=O)[CH2:17]3)[C:11]3[CH:29]=[CH:30][CH:31]=[C:32]([O:33][CH2:34][CH2:35][CH2:36][CH2:37][CH2:38][CH:39]4[CH2:44][CH2:43][N:42](C(OC(C)(C)C)=O)[CH2:41][CH2:40]4)[C:10]=3[N:9]=2)=[CH:4][CH:3]=1.FC(F)(F)C(O)=O.